This data is from Forward reaction prediction with 1.9M reactions from USPTO patents (1976-2016). The task is: Predict the product of the given reaction. (1) The product is: [CH3:21][Si:22]([C:25]#[C:26][C:2]1[CH:3]=[C:4]2[C:9](=[CH:10][CH:11]=1)[NH:8][CH:7]([C:12]([F:15])([F:14])[F:13])[C:6]([C:16]([O:18][CH2:19][CH3:20])=[O:17])=[CH:5]2)([CH3:24])[CH3:23]. Given the reactants I[C:2]1[CH:3]=[C:4]2[C:9](=[CH:10][CH:11]=1)[NH:8][CH:7]([C:12]([F:15])([F:14])[F:13])[C:6]([C:16]([O:18][CH2:19][CH3:20])=[O:17])=[CH:5]2.[CH3:21][Si:22]([C:25]#[CH:26])([CH3:24])[CH3:23].C(N(CC)CC)C.C(OCC)(=O)C, predict the reaction product. (2) The product is: [O:25]=[C:24]1[C:23]2[C:18](=[CH:19][CH:20]=[CH:21][CH:22]=2)[NH:17][CH:16]=[C:15]1[C:13]([NH:12][C:4]1[CH:3]=[C:2]([NH:1][S:36]([CH:35]=[CH2:34])(=[O:38])=[O:37])[CH:7]=[C:6]([C:8]([F:10])([F:11])[F:9])[CH:5]=1)=[O:14]. Given the reactants [NH2:1][C:2]1[CH:3]=[C:4]([NH:12][C:13]([C:15]2[C:24](=[O:25])[C:23]3[C:18](=[CH:19][CH:20]=[CH:21][CH:22]=3)[NH:17][CH:16]=2)=[O:14])[CH:5]=[C:6]([C:8]([F:11])([F:10])[F:9])[CH:7]=1.CN1CCOCC1.Cl[CH2:34][CH2:35][S:36](Cl)(=[O:38])=[O:37].C(Cl)Cl.CCOC(C)=O, predict the reaction product.